Dataset: Reaction yield outcomes from USPTO patents with 853,638 reactions. Task: Predict the reaction yield, written as a fraction of the theoretical maximum amount of product (1.0 means a 100% yield; for example, 0.34 means a 34% yield). The reactants are [NH2:1][C:2]1[C:3]([C:9]([OH:11])=O)=[N:4][CH:5]=[C:6]([Br:8])[CH:7]=1.[NH2:12][C:13](N)=[O:14]. The catalyst is O. The product is [Br:8][C:6]1[CH:5]=[N:4][C:3]2[C:9]([OH:11])=[N:12][C:13]([OH:14])=[N:1][C:2]=2[CH:7]=1. The yield is 0.910.